From a dataset of Catalyst prediction with 721,799 reactions and 888 catalyst types from USPTO. Predict which catalyst facilitates the given reaction. Reactant: [CH2:1]([O:8][C:9]([N:11]1[CH2:16][CH2:15][CH:14]([N:17]2[C:25]3[C:20](=[CH:21][C:22]([C:27]([OH:29])=O)=[C:23]([F:26])[CH:24]=3)[CH2:19][C:18]2=[O:30])[CH2:13][CH2:12]1)=[O:10])[C:2]1[CH:7]=[CH:6][CH:5]=[CH:4][CH:3]=1.O.O[N:33]1[C:37]2C=CC=CC=2N=N1.Cl.CN(C)CCCN=C=NCC.CN.O1CCCC1. Product: [F:26][C:23]1[CH:24]=[C:25]2[C:20]([CH2:19][C:18](=[O:30])[N:17]2[CH:14]2[CH2:13][CH2:12][N:11]([C:9]([O:8][CH2:1][C:2]3[CH:7]=[CH:6][CH:5]=[CH:4][CH:3]=3)=[O:10])[CH2:16][CH2:15]2)=[CH:21][C:22]=1[C:27]([NH:33][CH3:37])=[O:29]. The catalyst class is: 4.